This data is from Forward reaction prediction with 1.9M reactions from USPTO patents (1976-2016). The task is: Predict the product of the given reaction. (1) Given the reactants [CH3:1][C:2]1([CH3:20])[CH2:11][CH2:10][C:9]([CH3:13])([CH3:12])[C:8]2[CH:7]=[C:6]([C:14]([O:16][CH2:17][CH3:18])=[O:15])[C:5](N)=[CH:4][C:3]1=2.[H+].[B-](F)(F)(F)[F:23].N([O-])=O.[Na+], predict the reaction product. The product is: [CH3:1][C:2]1([CH3:20])[CH2:11][CH2:10][C:9]([CH3:13])([CH3:12])[C:8]2[CH:7]=[C:6]([C:14]([O:16][CH2:17][CH3:18])=[O:15])[C:5]([F:23])=[CH:4][C:3]1=2. (2) The product is: [OH:8][CH2:9][CH2:10][CH2:11][CH2:12][CH2:13][CH2:14][CH2:15][CH2:16][CH2:17][CH2:18][CH2:19][CH2:20][O:21][P:22](=[O:23])([OH:24])[OH:25]. Given the reactants C([O:8][CH2:9][CH2:10][CH2:11][CH2:12][CH2:13][CH2:14][CH2:15][CH2:16][CH2:17][CH2:18][CH2:19][CH2:20][O:21][P:22](=[O:25])([OH:24])[OH:23])C1C=CC=CC=1, predict the reaction product. (3) Given the reactants [O-]CC.[Na+].[NH2:5][CH:6]([C:12]([O:14][CH2:15][CH3:16])=[O:13])[C:7]([O:9][CH2:10][CH3:11])=[O:8].Br[CH2:18][CH2:19][CH2:20]Br, predict the reaction product. The product is: [NH:5]1[CH2:20][CH2:19][CH2:18][C:6]1([C:7]([O:9][CH2:10][CH3:11])=[O:8])[C:12]([O:14][CH2:15][CH3:16])=[O:13]. (4) Given the reactants [NH2:1][C:2]1[CH:3]=[C:4]([S:8][C:9]2[CH:24]=[CH:23][C:12]([C:13]([NH:15][C:16]3[CH:21]=[CH:20][CH:19]=[C:18]([Br:22])[CH:17]=3)=[O:14])=[CH:11][C:10]=2[N+:25]([O-:27])=[O:26])[CH:5]=[CH:6][CH:7]=1.[C:28](O[C:28]([O:30][C:31]([CH3:34])([CH3:33])[CH3:32])=[O:29])([O:30][C:31]([CH3:34])([CH3:33])[CH3:32])=[O:29], predict the reaction product. The product is: [C:31]([O:30][C:28](=[O:29])[NH:1][C:2]1[CH:7]=[CH:6][CH:5]=[C:4]([S:8][C:9]2[CH:24]=[CH:23][C:12]([C:13](=[O:14])[NH:15][C:16]3[CH:21]=[CH:20][CH:19]=[C:18]([Br:22])[CH:17]=3)=[CH:11][C:10]=2[N+:25]([O-:27])=[O:26])[CH:3]=1)([CH3:34])([CH3:33])[CH3:32]. (5) Given the reactants [CH3:1][O:2][P:3]([CH2:7][CH2:8][C@H:9]1[O:18][CH:12]2[O:13]C(C)(C)[O:15][C@@H:11]2[CH2:10]1)(=[O:6])[O:4][CH3:5].CO.C(Cl)Cl.OS(O)(=O)=O, predict the reaction product. The product is: [CH3:1][O:2][P:3]([CH2:7][CH2:8][C@@H:9]1[CH2:10][C@@H:11]([OH:15])[CH:12]([OH:13])[O:18]1)(=[O:6])[O:4][CH3:5]. (6) Given the reactants [CH2:1]([O:4][C:5](=[O:17])[NH:6][C:7]1[CH:12]=[CH:11][C:10]([N+:13]([O-])=O)=[CH:9][C:8]=1[Br:16])[CH2:2][CH3:3].C(=O)(O)[O-].[Na+], predict the reaction product. The product is: [CH2:1]([O:4][C:5](=[O:17])[NH:6][C:7]1[CH:12]=[CH:11][C:10]([NH2:13])=[CH:9][C:8]=1[Br:16])[CH2:2][CH3:3]. (7) Given the reactants [NH2:1][CH:2]([C:4]1[C:13]([C:14]2[CH:19]=[CH:18][CH:17]=[CH:16][CH:15]=2)=[C:12]([C:20]([O:22][CH3:23])=[O:21])[C:11]2[C:6](=[CH:7][CH:8]=[C:9]([F:24])[CH:10]=2)[N:5]=1)[CH3:3].[CH3:25][C:26]([O:29][C:30](O[C:30]([O:29][C:26]([CH3:28])([CH3:27])[CH3:25])=[O:31])=[O:31])([CH3:28])[CH3:27].CCN(CC)CC, predict the reaction product. The product is: [C:26]([O:29][C:30]([NH:1][CH:2]([C:4]1[C:13]([C:14]2[CH:19]=[CH:18][CH:17]=[CH:16][CH:15]=2)=[C:12]([C:20]([O:22][CH3:23])=[O:21])[C:11]2[C:6](=[CH:7][CH:8]=[C:9]([F:24])[CH:10]=2)[N:5]=1)[CH3:3])=[O:31])([CH3:28])([CH3:27])[CH3:25].